From a dataset of Peptide-MHC class II binding affinity with 134,281 pairs from IEDB. Regression. Given a peptide amino acid sequence and an MHC pseudo amino acid sequence, predict their binding affinity value. This is MHC class II binding data. (1) The peptide sequence is HVGAKQENWNTDIKT. The MHC is DRB4_0103 with pseudo-sequence DRB4_0103. The binding affinity (normalized) is 0.269. (2) The peptide sequence is TTVLDFHPGAGKTRR. The MHC is DRB3_0101 with pseudo-sequence DRB3_0101. The binding affinity (normalized) is 0. (3) The peptide sequence is MGASYFAADRILPEL. The MHC is DRB1_1602 with pseudo-sequence DRB1_1602. The binding affinity (normalized) is 0.544. (4) The peptide sequence is VGSLQYLALTALITPKK. The MHC is HLA-DQA10401-DQB10402 with pseudo-sequence HLA-DQA10401-DQB10402. The binding affinity (normalized) is 0.344.